From a dataset of Reaction yield outcomes from USPTO patents with 853,638 reactions. Predict the reaction yield, written as a fraction of the theoretical maximum amount of product (1.0 means a 100% yield; for example, 0.34 means a 34% yield). (1) The product is [Cl:1][C:2]1[C:7]([C:8]2[S:13][C:12]([NH:14][C:15]3[CH:20]=[CH:19][C:18]([F:21])=[CH:17][CH:16]=3)=[N:11][N:10]=2)=[N:6][C:5]([S:22][CH3:23])=[N:4][CH:3]=1. The catalyst is S(=O)(=O)(O)O.O. The reactants are [Cl:1][C:2]1[CH:3]=[N:4][C:5]([S:22][CH3:23])=[N:6][C:7]=1[C:8]([NH:10][NH:11][C:12]([NH:14][C:15]1[CH:20]=[CH:19][C:18]([F:21])=[CH:17][CH:16]=1)=[S:13])=O. The yield is 0.710. (2) The catalyst is CO. The yield is 0.680. The reactants are Cl.C([O:5][C@H:6]([CH2:21][NH:22][C:23]([C:26]1[CH:31]=[CH:30][CH:29]=[C:28]([Br:32])[CH:27]=1)([CH3:25])[CH3:24])[C@@H:7]([NH:17][C:18](=[O:20])[CH3:19])[CH2:8][C:9]1[CH:14]=[C:13]([F:15])[CH:12]=[C:11]([F:16])[CH:10]=1)(=O)C.[OH-].[Na+]. The product is [Br:32][C:28]1[CH:27]=[C:26]([C:23]([NH:22][CH2:21][C@@H:6]([OH:5])[C@@H:7]([NH:17][C:18](=[O:20])[CH3:19])[CH2:8][C:9]2[CH:10]=[C:11]([F:16])[CH:12]=[C:13]([F:15])[CH:14]=2)([CH3:25])[CH3:24])[CH:31]=[CH:30][CH:29]=1.